This data is from Forward reaction prediction with 1.9M reactions from USPTO patents (1976-2016). The task is: Predict the product of the given reaction. (1) Given the reactants [OH2:1].Cl.[CH3:3][C:4]1[CH:9]=[CH:8][C:7]([NH:10][NH2:11])=[CH:6][CH:5]=1.[OH-:12].[Na+], predict the reaction product. The product is: [CH3:6][C:5]1[N:10]([C:7]2[CH:8]=[CH:9][C:4]([CH3:3])=[CH:5][CH:6]=2)[N:11]=[CH:3][C:4]=1[C:9]([OH:12])=[O:1]. (2) Given the reactants [C:1](O)(=[O:7])/[CH:2]=[CH:3]/[CH:4]=[CH:5]/[CH3:6].ClC(OCC(C)C)=O.CN1CCOCC1.[NH2:24][C:25]1[CH:26]=[C:27]2[C:32](=[CH:33][C:34]=1[O:35][CH2:36][CH2:37][CH2:38][CH:39]1[CH2:44][CH2:43][N:42]([CH3:45])[CH2:41][CH2:40]1)[N:31]=[CH:30][N:29]=[C:28]2[NH:46][C:47]1[CH:52]=[CH:51][CH:50]=[C:49]([Br:53])[CH:48]=1, predict the reaction product. The product is: [Br:53][C:49]1[CH:48]=[C:47]([NH:46][C:28]2[C:27]3[C:32](=[CH:33][C:34]([O:35][CH2:36][CH2:37][CH2:38][CH:39]4[CH2:44][CH2:43][N:42]([CH3:45])[CH2:41][CH2:40]4)=[C:25]([NH:24][C:1](=[O:7])[CH:2]=[CH:3][CH:4]=[CH:5][CH3:6])[CH:26]=3)[N:31]=[CH:30][N:29]=2)[CH:52]=[CH:51][CH:50]=1.